Dataset: Catalyst prediction with 721,799 reactions and 888 catalyst types from USPTO. Task: Predict which catalyst facilitates the given reaction. Reactant: CC(O)(C(O)C[CH2:6][C@H:7]([C@@H:9]1[C@:26]2([CH3:27])[C@H:12]([C@H:13]3[C@H:23]([CH2:24][CH2:25]2)[C@:21]2([CH3:22])[C@@H:16]([CH2:17][C:18](=[O:28])[CH2:19][CH2:20]2)[CH2:15][CH:14]3[OH:29])[CH2:11][CH2:10]1)[CH3:8])C.Cl[O-].[Ca+2].Cl[O-].S([O-])([O-])=O.[Na+].[Na+].Cl.[C:44]([OH:47])(=[O:46])[CH3:45]. Product: [O:28]=[C:18]1[CH2:19][CH2:20][C@@:21]2([CH3:22])[C@H:16]([CH2:15][C:14](=[O:29])[C@@H:13]3[C@@H:23]2[CH2:24][CH2:25][C@@:26]2([CH3:27])[C@H:12]3[CH2:11][CH2:10][C@@H:9]2[C@H:7]([CH3:8])[CH2:6][CH2:45][C:44]([OH:47])=[O:46])[CH2:17]1. The catalyst class is: 47.